Dataset: Reaction yield outcomes from USPTO patents with 853,638 reactions. Task: Predict the reaction yield, written as a fraction of the theoretical maximum amount of product (1.0 means a 100% yield; for example, 0.34 means a 34% yield). (1) The reactants are [OH-].[Li+].[CH3:3][C:4]1[C:13]2[C:8](=[CH:9][C:10]([CH3:14])=[CH:11][CH:12]=2)[C:7]([N:15]2[CH:19]=[N:18][N:17]=[C:16]2[S:20][CH2:21][C:22]([O:24]CC)=[O:23])=[CH:6][CH:5]=1. The catalyst is C1COCC1.C(O)C.O. The product is [CH3:3][C:4]1[C:13]2[C:8](=[CH:9][C:10]([CH3:14])=[CH:11][CH:12]=2)[C:7]([N:15]2[CH:19]=[N:18][N:17]=[C:16]2[S:20][CH2:21][C:22]([OH:24])=[O:23])=[CH:6][CH:5]=1. The yield is 0.940. (2) The reactants are [NH:1]1[CH2:6][CH2:5][CH:4]([C:7]([OH:9])=[O:8])[CH2:3][CH2:2]1.Cl[C:11]([O:13][CH2:14][CH2:15][CH2:16][CH3:17])=[O:12].Cl. The catalyst is [OH-].[Na+]. The product is [CH2:14]([O:13][C:11]([N:1]1[CH2:6][CH2:5][CH:4]([C:7]([OH:9])=[O:8])[CH2:3][CH2:2]1)=[O:12])[CH2:15][CH2:16][CH3:17]. The yield is 0.830. (3) The reactants are [OH:1][C:2]1[C:3]([N+:11]([O-])=O)=[CH:4][C:5]([CH3:10])=[C:6]([CH:9]=1)[C:7]#[N:8].CCOC(C)=O. The catalyst is CCO. The product is [NH2:11][C:3]1[C:2]([OH:1])=[CH:9][C:6]([C:7]#[N:8])=[C:5]([CH3:10])[CH:4]=1. The yield is 0.950. (4) The reactants are [CH3:1][N:2]([CH3:32])[CH2:3][CH2:4][CH2:5][NH:6]C(C1C=C(C2C=CC(CSCCOC3C=CC=CC=3)=CC=2)C=CC=1)=O.[O:33]([CH2:40][CH2:41][S:42][CH2:43][C:44]1[CH:49]=[CH:48][CH:47]=[CH:46][C:45]=1[C:50]1[CH:55]=[CH:54][C:53]([C:56]([OH:58])=O)=[CH:52][CH:51]=1)[C:34]1[CH:39]=[CH:38][CH:37]=[CH:36][CH:35]=1.CN(C)CCCN. The catalyst is C1COCC1. The product is [CH3:1][N:2]([CH3:32])[CH2:3][CH2:4][CH2:5][NH:6][C:56]([C:53]1[CH:54]=[CH:55][C:50]([C:45]2[CH:46]=[CH:47][CH:48]=[CH:49][C:44]=2[CH2:43][S:42][CH2:41][CH2:40][O:33][C:34]2[CH:35]=[CH:36][CH:37]=[CH:38][CH:39]=2)=[CH:51][CH:52]=1)=[O:58]. The yield is 0.740. (5) The reactants are C(N[C@H](C(O)=O)CC(C)C)(=O)C.[CH2:13]([O:15][C:16]1[CH:17]=[C:18]([C@H:24]([NH2:30])[CH2:25][S:26]([CH3:29])(=[O:28])=[O:27])[CH:19]=[CH:20][C:21]=1[O:22][CH3:23])[CH3:14].C([NH:34][C:35]1[CH:45]=[CH:44][CH:43]=[C:37]2[C:38]([O:40][C:41](=O)[C:36]=12)=[O:39])(=O)C. The catalyst is C(O)(=O)C. The product is [CH2:13]([O:15][C:16]1[CH:17]=[C:18]([CH:24]([N:30]2[C:41](=[O:40])[C:36]3[C:37](=[CH:43][CH:44]=[CH:45][C:35]=3[NH2:34])[C:38]2=[O:39])[CH2:25][S:26]([CH3:29])(=[O:28])=[O:27])[CH:19]=[CH:20][C:21]=1[O:22][CH3:23])[CH3:14]. The yield is 0.750. (6) The reactants are CN(C(ON1N=NC2C=CC=NC1=2)=[N+](C)C)C.F[P-](F)(F)(F)(F)F.[C:25]([O:29][C:30]([NH:32][C@@H:33]([C@H:45]([CH3:53])[CH2:46][CH:47]([CH3:52])[CH2:48][CH2:49][CH:50]=[CH2:51])[C:34]([N:36]1[CH2:40][C@H:39]([OH:41])[CH2:38][C@H:37]1[C:42]([OH:44])=O)=[O:35])=[O:31])([CH3:28])([CH3:27])[CH3:26].Cl.[NH2:55][C@:56]1([C:61]([NH:63][S:64]([C:67]2([CH3:70])[CH2:69][CH2:68]2)(=[O:66])=[O:65])=[O:62])[CH2:58][C@H:57]1[CH:59]=[CH2:60].CCN(C(C)C)C(C)C. The catalyst is C(Cl)Cl. The product is [OH:41][C@H:39]1[CH2:40][N:36]([C:34](=[O:35])[C@@H:33]([NH:32][C:30](=[O:31])[O:29][C:25]([CH3:27])([CH3:28])[CH3:26])[C@H:45]([CH3:53])[CH2:46][CH:47]([CH3:52])[CH2:48][CH2:49][CH:50]=[CH2:51])[C@H:37]([C:42](=[O:44])[NH:55][C@:56]2([C:61](=[O:62])[NH:63][S:64]([C:67]3([CH3:70])[CH2:69][CH2:68]3)(=[O:66])=[O:65])[CH2:58][C@H:57]2[CH:59]=[CH2:60])[CH2:38]1. The yield is 0.740. (7) The yield is 0.825. The reactants are [H-].[Na+].[F:3][C:4]([F:23])([F:22])[C:5]1[CH:6]=[C:7]([C@H:15]2[O:19][C:18](=[O:20])[NH:17][C@H:16]2[CH3:21])[CH:8]=[C:9]([C:11]([F:14])([F:13])[F:12])[CH:10]=1.Br[CH2:25][C:26]1[CH:31]=[C:30]([C:32]([F:35])([F:34])[F:33])[CH:29]=[CH:28][C:27]=1[I:36]. The catalyst is C1COCC1. The product is [F:23][C:4]([F:3])([F:22])[C:5]1[CH:6]=[C:7]([C@H:15]2[O:19][C:18](=[O:20])[N:17]([CH2:25][C:26]3[CH:31]=[C:30]([C:32]([F:33])([F:35])[F:34])[CH:29]=[CH:28][C:27]=3[I:36])[C@H:16]2[CH3:21])[CH:8]=[C:9]([C:11]([F:12])([F:13])[F:14])[CH:10]=1. (8) The reactants are [NH2:1][C:2]1[N:3]=[C:4]([CH3:38])[C:5]2=[C:6]([CH2:8][C@H:9]([C:23]3[CH:28]=[CH:27][C:26]([F:29])=[CH:25][C:24]=3[C:30]3[CH:35]=[CH:34][CH:33]=[C:32]([O:36][CH3:37])[N:31]=3)[NH:10]/[C:11]/2=[N:12]\[O:13][CH:14]([CH2:20][CH2:21][OH:22])[C:15]([N:17]([CH3:19])[CH3:18])=[O:16])[N:7]=1.[H-].[Na+].S(OC)(O[CH3:45])(=O)=O. The catalyst is C1COCC1. The product is [NH2:1][C:2]1[N:3]=[C:4]([CH3:38])[C:5]2=[C:6]([CH2:8][C@H:9]([C:23]3[CH:28]=[CH:27][C:26]([F:29])=[CH:25][C:24]=3[C:30]3[CH:35]=[CH:34][CH:33]=[C:32]([O:36][CH3:37])[N:31]=3)[NH:10]/[C:11]/2=[N:12]\[O:13][CH:14]([CH2:20][CH2:21][O:22][CH3:45])[C:15]([N:17]([CH3:18])[CH3:19])=[O:16])[N:7]=1. The yield is 0.250. (9) The reactants are [C:1]([C:4]1[C:5]([CH3:13])=[N:6][N:7]2[CH:12]=[CH:11][CH:10]=[CH:9][C:8]=12)([CH3:3])=[CH2:2].C([SiH](CC)CC)C.C(O)(C(F)(F)F)=O. The catalyst is C(Cl)Cl. The product is [CH:1]([C:4]1[C:5]([CH3:13])=[N:6][N:7]2[CH:12]=[CH:11][CH:10]=[CH:9][C:8]=12)([CH3:3])[CH3:2]. The yield is 0.440. (10) The reactants are [CH3:1][NH:2][S:3]([CH2:6][C:7]1[CH:8]=[CH:9][C:10]2[NH:15][CH:14]=[C:13]([CH2:16][CH2:17][N:18]([CH3:20])[CH3:19])[C:11]=2[CH:12]=1)(=[O:5])=[O:4].C(C(O)=O)CC(O)=O.N[C@H](C(O)=O)CC(C)C.[Na][Na].N. The catalyst is O. The product is [CH3:1][NH:2][S:3]([CH2:6][C:7]1[CH:8]=[CH:9][C:10]2[NH:15][CH:14]=[C:13]([CH2:16][CH2:17][N:18]([CH3:20])[CH3:19])[C:11]=2[CH:12]=1)(=[O:5])=[O:4]. The yield is 0.400.